From a dataset of Forward reaction prediction with 1.9M reactions from USPTO patents (1976-2016). Predict the product of the given reaction. (1) Given the reactants [CH2:1]([O:8][C:9]([N:11]1[CH2:16][CH2:15][CH2:14][CH:13]([N:17]2[C:21]([C:22]3[CH:27]=[CH:26][CH:25]=[CH:24][CH:23]=3)=[C:20]([C:28](O)=[O:29])[N:19]=[CH:18]2)[CH2:12]1)=[O:10])[C:2]1[CH:7]=[CH:6][CH:5]=[CH:4][CH:3]=1.[CH2:31]([C@H:38]1[NH:43][CH2:42][CH2:41][N:40]([C:44]([O:46][C:47]([CH3:50])([CH3:49])[CH3:48])=[O:45])[CH2:39]1)[C:32]1[CH:37]=[CH:36][CH:35]=[CH:34][CH:33]=1.CCN=C=NCCCN(C)C.Cl.C1C=CC2N(O)N=NC=2C=1.C(=O)(O)[O-].[Na+], predict the reaction product. The product is: [CH2:31]([C@H:38]1[N:43]([C:28]([C:20]2[N:19]=[CH:18][N:17]([CH:13]3[CH2:14][CH2:15][CH2:16][N:11]([C:9]([O:8][CH2:1][C:2]4[CH:3]=[CH:4][CH:5]=[CH:6][CH:7]=4)=[O:10])[CH2:12]3)[C:21]=2[C:22]2[CH:27]=[CH:26][CH:25]=[CH:24][CH:23]=2)=[O:29])[CH2:42][CH2:41][N:40]([C:44]([O:46][C:47]([CH3:50])([CH3:49])[CH3:48])=[O:45])[CH2:39]1)[C:32]1[CH:33]=[CH:34][CH:35]=[CH:36][CH:37]=1. (2) Given the reactants C([O:5][C:6](=O)[NH:7][C@@H:8]1[CH2:13][C@@H:12]([C:14]([N:16]([CH3:18])[CH3:17])=[O:15])[CH2:11][CH2:10][C@@H:9]1[NH:19][C:20](=[O:31])[C:21]([NH:23][C:24]1[CH:29]=[CH:28][C:27]([Cl:30])=[CH:26][N:25]=1)=[O:22])(C)(C)C.CS(O)(=O)=O.Cl.[CH3:39][N:40]1[CH2:45][CH2:44][C:43]2[N:46]=[C:47](C(O)=O)[S:48][C:42]=2[CH2:41]1, predict the reaction product. The product is: [Cl:30][C:27]1[CH:28]=[CH:29][C:24]([NH:23][C:21](=[O:22])[C:20]([NH:19][C@H:9]2[CH2:10][CH2:11][C@H:12]([C:14]([N:16]([CH3:18])[CH3:17])=[O:15])[CH2:13][C@H:8]2[NH:7][C:6]([C:47]2[S:48][C:42]3[CH2:41][N:40]([CH3:39])[CH2:45][CH2:44][C:43]=3[N:46]=2)=[O:5])=[O:31])=[N:25][CH:26]=1.